From a dataset of Peptide-MHC class I binding affinity with 185,985 pairs from IEDB/IMGT. Regression. Given a peptide amino acid sequence and an MHC pseudo amino acid sequence, predict their binding affinity value. This is MHC class I binding data. (1) The peptide sequence is TVYPKTHYV. The MHC is HLA-A02:01 with pseudo-sequence HLA-A02:01. The binding affinity (normalized) is 0.651. (2) The peptide sequence is SRWAISHWL. The binding affinity (normalized) is 0.305. The MHC is HLA-B15:01 with pseudo-sequence HLA-B15:01. (3) The peptide sequence is RTLNAWVKLVE. The MHC is Mamu-A01 with pseudo-sequence Mamu-A01. The binding affinity (normalized) is 0.168. (4) The MHC is HLA-B54:01 with pseudo-sequence HLA-B54:01. The peptide sequence is KPINLSNSV. The binding affinity (normalized) is 0.513. (5) The peptide sequence is RPAVGGKTV. The MHC is HLA-B35:01 with pseudo-sequence HLA-B35:01. The binding affinity (normalized) is 0.0847.